This data is from Forward reaction prediction with 1.9M reactions from USPTO patents (1976-2016). The task is: Predict the product of the given reaction. Given the reactants [C:1]([O:5][C:6]([NH:8][CH2:9][C:10]1([C:16](OCC=C)=O)[CH2:14][CH2:13][CH2:12][C:11]1=[O:15])=[O:7])([CH3:4])([CH3:3])[CH3:2].[CH3:22][CH2:23]OC(C)=O, predict the reaction product. The product is: [CH2:16]([C@:10]1([CH2:9][NH:8][C:6](=[O:7])[O:5][C:1]([CH3:2])([CH3:3])[CH3:4])[CH2:14][CH2:13][CH2:12][C:11]1=[O:15])[CH:22]=[CH2:23].